This data is from NCI-60 drug combinations with 297,098 pairs across 59 cell lines. The task is: Regression. Given two drug SMILES strings and cell line genomic features, predict the synergy score measuring deviation from expected non-interaction effect. (1) Drug 1: C1CCC(C(C1)N)N.C(=O)(C(=O)[O-])[O-].[Pt+4]. Drug 2: CC1C(C(CC(O1)OC2CC(CC3=C2C(=C4C(=C3O)C(=O)C5=CC=CC=C5C4=O)O)(C(=O)C)O)N)O. Cell line: NCI-H226. Synergy scores: CSS=45.6, Synergy_ZIP=-0.0490, Synergy_Bliss=1.98, Synergy_Loewe=-10.2, Synergy_HSA=4.91. (2) Drug 1: CCC1(CC2CC(C3=C(CCN(C2)C1)C4=CC=CC=C4N3)(C5=C(C=C6C(=C5)C78CCN9C7C(C=CC9)(C(C(C8N6C=O)(C(=O)OC)O)OC(=O)C)CC)OC)C(=O)OC)O.OS(=O)(=O)O. Drug 2: CC(C)CN1C=NC2=C1C3=CC=CC=C3N=C2N. Cell line: SF-295. Synergy scores: CSS=-2.42, Synergy_ZIP=-0.248, Synergy_Bliss=-4.39, Synergy_Loewe=-2.66, Synergy_HSA=-5.25.